The task is: Predict the product of the given reaction.. This data is from Forward reaction prediction with 1.9M reactions from USPTO patents (1976-2016). (1) Given the reactants [Br:1][C:2]1[C:10]2[C:5]([NH:6][CH:7]=[N:8][C:9]=2[Cl:11])=[N:4][CH:3]=1.[O:12]1[CH2:15][CH:14](O)[CH2:13]1.C1(P(C2C=CC=CC=2)C2C=CC=CC=2)C=CC=CC=1.CCOC(/N=N/C(OCC)=O)=O, predict the reaction product. The product is: [Br:1][C:2]1[C:10]2[C:9]([Cl:11])=[N:8][CH:7]=[N:6][C:5]=2[N:4]([CH:14]2[CH2:15][O:12][CH2:13]2)[CH:3]=1. (2) Given the reactants C([O:5][C:6](=[O:47])[CH2:7][CH2:8][N:9]([CH2:17][C:18]([N:20]1[C:28]2[C:23](=[CH:24][C:25]([O:29][CH2:30]/[CH:31]=[CH:32]/[C:33]3[CH:38]=[CH:37][C:36]([C:39]([F:42])([F:41])[F:40])=[CH:35][C:34]=3[C:43]([F:46])([F:45])[F:44])=[CH:26][CH:27]=2)[CH2:22][CH2:21]1)=[O:19])C(OC(C)(C)C)=O)(C)(C)C, predict the reaction product. The product is: [F:46][C:43]([F:44])([F:45])[C:34]1[CH:35]=[C:36]([C:39]([F:40])([F:41])[F:42])[CH:37]=[CH:38][C:33]=1/[CH:32]=[CH:31]/[CH2:30][O:29][C:25]1[CH:24]=[C:23]2[C:28](=[CH:27][CH:26]=1)[N:20]([C:18](=[O:19])[CH2:17][NH:9][CH2:8][CH2:7][C:6]([OH:47])=[O:5])[CH2:21][CH2:22]2. (3) Given the reactants [OH-].[Na+].[Cl:3][C:4]1[CH:5]=[C:6]([C:14]2[O:18][N:17]=[C:16]([C:19]3[CH:28]=[CH:27][CH:26]=[C:25]4[C:20]=3[CH:21]=[CH:22][N:23]=[C:24]4[CH2:29][CH2:30][CH2:31][C:32]([O:34]CC)=[O:33])[N:15]=2)[CH:7]=[CH:8][C:9]=1[O:10][CH:11]([CH3:13])[CH3:12], predict the reaction product. The product is: [Cl:3][C:4]1[CH:5]=[C:6]([C:14]2[O:18][N:17]=[C:16]([C:19]3[CH:28]=[CH:27][CH:26]=[C:25]4[C:20]=3[CH:21]=[CH:22][N:23]=[C:24]4[CH2:29][CH2:30][CH2:31][C:32]([OH:34])=[O:33])[N:15]=2)[CH:7]=[CH:8][C:9]=1[O:10][CH:11]([CH3:13])[CH3:12]. (4) Given the reactants [Cl:1][C:2]1[C:7]([Br:8])=[CH:6][C:5]([CH2:9]O)=[CH:4][N:3]=1.S(Cl)([Cl:13])=O, predict the reaction product. The product is: [Cl:1][C:2]1[C:7]([Br:8])=[CH:6][C:5]([CH2:9][Cl:13])=[CH:4][N:3]=1. (5) Given the reactants [Cl:1][C:2]1[CH:3]=[C:4]([CH:7]=[C:8]([O:10][C:11]2[C:16](=[O:17])[N:15]([CH2:18][C:19]3[CH:24]=[N:23][C:22]([OH:25])=[CH:21][N:20]=3)[CH:14]=[N:13][C:12]=2[C:26]([F:29])([F:28])[F:27])[CH:9]=1)[C:5]#[N:6].[C:30]([O-])([O-])=O.[Cs+].[Cs+].CI, predict the reaction product. The product is: [Cl:1][C:2]1[CH:3]=[C:4]([CH:7]=[C:8]([O:10][C:11]2[C:16](=[O:17])[N:15]([CH2:18][C:19]3[N:20]=[CH:21][C:22](=[O:25])[N:23]([CH3:30])[CH:24]=3)[CH:14]=[N:13][C:12]=2[C:26]([F:29])([F:28])[F:27])[CH:9]=1)[C:5]#[N:6]. (6) Given the reactants [Cl:1][C:2]1[C:6]([C:7]([NH:9][CH3:10])=[O:8])=[CH:5][NH:4][C:3]=1[C:11]([O:13]C)=O.[OH-].[Li+].CN(C(ON1N=NC2C=CC=NC1=2)=[N+](C)C)C.F[P-](F)(F)(F)(F)F.CCN(C(C)C)C(C)C.[NH2:50][CH2:51][C:52]1[C:53]([F:69])=[C:54]([O:59][C:60]2[CH:61]=[C:62]([CH:65]=[C:66]([Cl:68])[CH:67]=2)[C:63]#[N:64])[C:55]([Cl:58])=[CH:56][CH:57]=1, predict the reaction product. The product is: [Cl:1][C:2]1[C:6]([C:7]([NH:9][CH3:10])=[O:8])=[CH:5][NH:4][C:3]=1[C:11]([NH:50][CH2:51][C:52]1[CH:57]=[CH:56][C:55]([Cl:58])=[C:54]([O:59][C:60]2[CH:61]=[C:62]([C:63]#[N:64])[CH:65]=[C:66]([Cl:68])[CH:67]=2)[C:53]=1[F:69])=[O:13]. (7) The product is: [CH2:16]([NH:23][CH:11]1[CH2:10][CH2:9][CH2:8][C:7]2[CH:14]=[CH:15][C:4]([N+:1]([O-:3])=[O:2])=[CH:5][C:6]=2[CH2:12]1)[C:17]1[CH:22]=[CH:21][CH:20]=[CH:19][CH:18]=1. Given the reactants [N+:1]([C:4]1[CH:15]=[CH:14][C:7]2[CH2:8][CH2:9][CH2:10][C:11](=O)[CH2:12][C:6]=2[CH:5]=1)([O-:3])=[O:2].[CH2:16]([NH2:23])[C:17]1[CH:22]=[CH:21][CH:20]=[CH:19][CH:18]=1.C(O[BH-](OC(=O)C)OC(=O)C)(=O)C.[Na+].[OH-].[Na+], predict the reaction product. (8) Given the reactants [CH3:1][C:2]1O[C:6](=[O:8])[C:5]2[C:9]([C:13]([F:16])([F:15])[F:14])=[CH:10][CH:11]=[CH:12][C:4]=2[N:3]=1.[N:17]1([CH2:22][CH2:23][CH2:24][O:25][C:26]2[CH:32]=[CH:31][C:29]([NH2:30])=[CH:28][CH:27]=2)[CH2:21][CH2:20][CH2:19][CH2:18]1, predict the reaction product. The product is: [CH3:1][C:2]1[N:30]([C:29]2[CH:31]=[CH:32][C:26]([O:25][CH2:24][CH2:23][CH2:22][N:17]3[CH2:21][CH2:20][CH2:19][CH2:18]3)=[CH:27][CH:28]=2)[C:6](=[O:8])[C:5]2[C:4](=[CH:12][CH:11]=[CH:10][C:9]=2[C:13]([F:16])([F:15])[F:14])[N:3]=1. (9) Given the reactants [C:1]1([CH2:7][CH2:8][CH:9]=[O:10])[CH:6]=[CH:5][CH:4]=[CH:3][CH:2]=1.[CH2:11]([Mg]Br)[CH2:12][C:13]1[CH:18]=[CH:17][CH:16]=[CH:15][CH:14]=1, predict the reaction product. The product is: [C:1]1([CH2:7][CH2:8][CH:9]([OH:10])[CH2:11][CH2:12][C:13]2[CH:18]=[CH:17][CH:16]=[CH:15][CH:14]=2)[CH:6]=[CH:5][CH:4]=[CH:3][CH:2]=1. (10) Given the reactants C(C1NC2C(=NC=NC=2N2CCN(C(=O)[CH2:19][C:20]3[CH:25]=[CH:24][CH:23]=[CH:22][CH:21]=3)CC2)N=1)C.[CH2:27]([C:29]1[N:34]=[C:33]([N:35]2[CH2:40][CH2:39][N:38]([C:41](OC(C)(C)C)=[O:42])[CH2:37][CH2:36]2)[C:32]2[CH:48]=[C:49]([CH2:51][CH3:52])[S:50][C:31]=2[N:30]=1)[CH3:28], predict the reaction product. The product is: [CH2:27]([C:29]1[N:34]=[C:33]([N:35]2[CH2:36][CH2:37][N:38]([C:41](=[O:42])[CH2:19][C:20]3[CH:25]=[CH:24][CH:23]=[CH:22][CH:21]=3)[CH2:39][CH2:40]2)[C:32]2[CH:48]=[C:49]([CH2:51][CH3:52])[S:50][C:31]=2[N:30]=1)[CH3:28].